This data is from Full USPTO retrosynthesis dataset with 1.9M reactions from patents (1976-2016). The task is: Predict the reactants needed to synthesize the given product. (1) Given the product [NH2:8][CH:9]1[CH2:23][CH:12]2[CH2:13][N:14]([C:16]([O:18][C:19]([CH3:21])([CH3:20])[CH3:22])=[O:17])[CH2:15][CH:11]2[CH:10]1[CH3:24], predict the reactants needed to synthesize it. The reactants are: C([NH:8][CH:9]1[CH2:23][CH:12]2[CH2:13][N:14]([C:16]([O:18][C:19]([CH3:22])([CH3:21])[CH3:20])=[O:17])[CH2:15][CH:11]2[CH:10]1[CH3:24])C1C=CC=CC=1.[H][H]. (2) Given the product [CH2:7]([N:6]([CH2:11][CH:12]([CH3:14])[CH3:13])[C:5]1[CH:15]=[CH:16][C:2](/[C:22](/[CH3:23])=[CH:21]/[C:20]([O:25][CH3:26])=[O:24])=[CH:3][C:4]=1[N+:17]([O-:19])=[O:18])[CH:8]([CH3:10])[CH3:9], predict the reactants needed to synthesize it. The reactants are: Br[C:2]1[CH:16]=[CH:15][C:5]([N:6]([CH2:11][CH:12]([CH3:14])[CH3:13])[CH2:7][CH:8]([CH3:10])[CH3:9])=[C:4]([N+:17]([O-:19])=[O:18])[CH:3]=1.[C:20]([O:25][CH3:26])(=[O:24])/[CH:21]=[CH:22]/[CH3:23].C(N(CC)CC)C. (3) Given the product [CH2:21]([O:20][Si:17]([O:23][CH2:24][CH3:25])([O:16][CH2:14][CH3:15])/[CH:18]=[CH:19]/[Sn:5]([CH2:1][CH2:2][CH2:3][CH3:4])([CH2:6][CH2:7][CH2:8][CH3:9])[CH2:10][CH2:11][CH2:12][CH3:13])[CH3:22], predict the reactants needed to synthesize it. The reactants are: [CH2:1]([SnH:5]([CH2:10][CH2:11][CH2:12][CH3:13])[CH2:6][CH2:7][CH2:8][CH3:9])[CH2:2][CH2:3][CH3:4].[CH2:14]([O:16][Si:17]([O:23][CH2:24][CH3:25])([O:20][CH2:21][CH3:22])[C:18]#[CH:19])[CH3:15].